This data is from Full USPTO retrosynthesis dataset with 1.9M reactions from patents (1976-2016). The task is: Predict the reactants needed to synthesize the given product. (1) Given the product [Cl:10][C:11]1[CH:16]=[C:15]([O:8][CH:6]([CH3:7])[CH2:5][CH:4]([CH3:9])[CH3:3])[N:14]=[CH:13][N:12]=1, predict the reactants needed to synthesize it. The reactants are: [H-].[Na+].[CH3:3][CH:4]([CH3:9])[CH2:5][CH:6]([OH:8])[CH3:7].[Cl:10][C:11]1[CH:16]=[C:15](Cl)[N:14]=[CH:13][N:12]=1.[Cl-].[NH4+]. (2) Given the product [F:12][C:4]1[CH:5]=[CH:6][C:7]([N+:9]([O-:11])=[O:10])=[CH:8][C:3]=1[CH2:2][N:15]([CH3:16])[CH3:14], predict the reactants needed to synthesize it. The reactants are: Br[CH2:2][C:3]1[CH:8]=[C:7]([N+:9]([O-:11])=[O:10])[CH:6]=[CH:5][C:4]=1[F:12].Cl.[CH3:14][NH:15][CH3:16].C(=O)([O-])[O-].[Cs+].[Cs+]. (3) The reactants are: [Br:1][C:2]1[CH:7]=[CH:6][C:5]([CH2:8][OH:9])=[C:4]([Cl:10])[CH:3]=1.[Cr](O[Cr]([O-])(=O)=O)([O-])(=O)=O.[NH+]1C=CC=CC=1.[NH+]1C=CC=CC=1.CCOCC. Given the product [Br:1][C:2]1[CH:7]=[CH:6][C:5]([CH:8]=[O:9])=[C:4]([Cl:10])[CH:3]=1, predict the reactants needed to synthesize it. (4) Given the product [OH:13][N:12]=[C:10]([C:5]1[C:4]2[CH:3]=[CH:2][NH:1][C:9]=2[CH:8]=[CH:7][CH:6]=1)[NH2:11], predict the reactants needed to synthesize it. The reactants are: [NH:1]1[C:9]2[CH:8]=[CH:7][CH:6]=[C:5]([C:10]#[N:11])[C:4]=2[CH:3]=[CH:2]1.[NH2:12][OH:13].